This data is from Catalyst prediction with 721,799 reactions and 888 catalyst types from USPTO. The task is: Predict which catalyst facilitates the given reaction. (1) Reactant: [N:1]1[CH:6]=[CH:5][CH:4]=[C:3]([CH2:7][N:8]([C:29](=[O:41])[CH2:30][C:31]2[CH:36]=[CH:35][C:34]([C:37]([F:40])([F:39])[F:38])=[CH:33][CH:32]=2)[CH:9]([C:11]2[N:20]([C:21]3[CH:26]=[CH:25][C:24]([F:27])=[CH:23][CH:22]=3)[C:19](=[O:28])[C:18]3[C:13](=[CH:14][CH:15]=[CH:16][CH:17]=3)[N:12]=2)[CH3:10])[CH:2]=1.[ClH:42].CCOCC. Product: [ClH:42].[N:1]1[CH:6]=[CH:5][CH:4]=[C:3]([CH2:7][N:8]([C:29](=[O:41])[CH2:30][C:31]2[CH:32]=[CH:33][C:34]([C:37]([F:40])([F:39])[F:38])=[CH:35][CH:36]=2)[CH:9]([C:11]2[N:20]([C:21]3[CH:26]=[CH:25][C:24]([F:27])=[CH:23][CH:22]=3)[C:19](=[O:28])[C:18]3[C:13](=[CH:14][CH:15]=[CH:16][CH:17]=3)[N:12]=2)[CH3:10])[CH:2]=1. The catalyst class is: 4. (2) Reactant: [Br:1][C:2]1[CH:3]=[C:4](/[CH:8]=[N:9]/[S@@:10]([C:12]([CH3:15])([CH3:14])[CH3:13])=[O:11])[CH:5]=[CH:6][CH:7]=1.[CH2:16](Br)[CH:17]=[CH2:18]. Product: [Br:1][C:2]1[CH:3]=[C:4]([C@@H:8]([NH:9][S@@:10]([C:12]([CH3:15])([CH3:14])[CH3:13])=[O:11])[CH2:18][CH:17]=[CH2:16])[CH:5]=[CH:6][CH:7]=1. The catalyst class is: 1. (3) Reactant: [NH2:1][C:2]1[CH:7]=[CH:6][C:5]([C:8]2[O:12][C:11]([N:13]([CH2:21][CH2:22][CH2:23][N:24]3[CH2:29][CH2:28][CH2:27][CH2:26][CH2:25]3)[C:14](=[O:20])[O:15][C:16]([CH3:19])([CH3:18])[CH3:17])=[N:10][N:9]=2)=[CH:4][CH:3]=1.ON1C2C=CC=CC=2N=N1.C1(N=C=N)CCCCC1.[N:49]1[CH:54]=[CH:53][CH:52]=[CH:51][C:50]=1[C:55](O)=[O:56]. Product: [N:24]1([CH2:23][CH2:22][CH2:21][N:13]([C:11]2[O:12][C:8]([C:5]3[CH:6]=[CH:7][C:2]([NH:1][C:55]([C:50]4[CH:51]=[CH:52][CH:53]=[CH:54][N:49]=4)=[O:56])=[CH:3][CH:4]=3)=[N:9][N:10]=2)[C:14](=[O:20])[O:15][C:16]([CH3:18])([CH3:19])[CH3:17])[CH2:25][CH2:26][CH2:27][CH2:28][CH2:29]1. The catalyst class is: 9. (4) Reactant: [F:1][C:2]1[CH:7]=[C:6]([N+:8]([O-])=O)[CH:5]=[CH:4][C:3]=1[N:11]1[CH:15]=[N:14][C:13]([CH3:16])=[N:12]1.C(N(CC)CC)C.[H][H]. Product: [F:1][C:2]1[CH:7]=[C:6]([NH2:8])[CH:5]=[CH:4][C:3]=1[N:11]1[CH:15]=[N:14][C:13]([CH3:16])=[N:12]1. The catalyst class is: 312. (5) The catalyst class is: 47. Reactant: [Br:1][C:2]1[CH:7]=[CH:6][C:5]([C:8]2[NH:12][N:11]=[CH:10][CH:9]=2)=[CH:4][CH:3]=1.[C:13]([O:17][C:18](O[C:18]([O:17][C:13]([CH3:16])([CH3:15])[CH3:14])=[O:19])=[O:19])([CH3:16])([CH3:15])[CH3:14].CN(C1C=CC=CN=1)C.C(OCC)C. Product: [C:13]([O:17][C:18]([N:12]1[C:8]([C:5]2[CH:4]=[CH:3][C:2]([Br:1])=[CH:7][CH:6]=2)=[CH:9][CH:10]=[N:11]1)=[O:19])([CH3:16])([CH3:15])[CH3:14]. (6) Reactant: C([O:3][C:4](=[O:34])[CH:5]([O:32][CH3:33])[CH2:6][C:7]1[C:16]2[C:11](=[CH:12][CH:13]=[CH:14][CH:15]=2)[C:10]([O:17][CH2:18][CH2:19][C:20]2[N:21]=[C:22]([C:26]3[CH:31]=[CH:30][CH:29]=[CH:28][CH:27]=3)[O:23][C:24]=2[CH3:25])=[CH:9][CH:8]=1)C.[OH-].[Na+]. Product: [CH3:33][O:32][CH:5]([CH2:6][C:7]1[C:16]2[C:11](=[CH:12][CH:13]=[CH:14][CH:15]=2)[C:10]([O:17][CH2:18][CH2:19][C:20]2[N:21]=[C:22]([C:26]3[CH:31]=[CH:30][CH:29]=[CH:28][CH:27]=3)[O:23][C:24]=2[CH3:25])=[CH:9][CH:8]=1)[C:4]([OH:34])=[O:3]. The catalyst class is: 242.